From a dataset of Full USPTO retrosynthesis dataset with 1.9M reactions from patents (1976-2016). Predict the reactants needed to synthesize the given product. (1) Given the product [Cl:19][C:8]1[N:9]=[C:10]([N:13]2[CH2:18][CH2:17][O:16][CH2:15][CH2:14]2)[C:11]2[N:12]=[C:3]([CH2:2][N:20]3[CH2:23][CH:22]([N:24]4[CH2:29][CH2:28][C:27]([F:30])([F:31])[CH2:26][CH2:25]4)[CH2:21]3)[CH:4]=[CH:5][C:6]=2[N:7]=1, predict the reactants needed to synthesize it. The reactants are: Br[CH2:2][C:3]1[CH:4]=[CH:5][C:6]2[N:7]=[C:8]([Cl:19])[N:9]=[C:10]([N:13]3[CH2:18][CH2:17][O:16][CH2:15][CH2:14]3)[C:11]=2[N:12]=1.[NH:20]1[CH2:23][CH:22]([N:24]2[CH2:29][CH2:28][C:27]([F:31])([F:30])[CH2:26][CH2:25]2)[CH2:21]1. (2) The reactants are: [Cl:1][C:2]1[CH:7]=[CH:6][C:5]([NH:8][C:9]2[N:17]=[C:16]([N:18]3[CH:22]=[CH:21][C:20]([N+:23]([O-])=O)=[N:19]3)[N:15]=[C:14]3[C:10]=2[N:11]=[CH:12][N:13]3[CH3:26])=[CH:4][CH:3]=1.O1CCCC1. Given the product [NH2:23][C:20]1[CH:21]=[CH:22][N:18]([C:16]2[N:15]=[C:14]3[C:10]([N:11]=[CH:12][N:13]3[CH3:26])=[C:9]([NH:8][C:5]3[CH:6]=[CH:7][C:2]([Cl:1])=[CH:3][CH:4]=3)[N:17]=2)[N:19]=1, predict the reactants needed to synthesize it. (3) Given the product [C:64]([O:67][C:60]([NH:56][C:12]1[CH:13]=[C:14]2[N:6]([C:4](=[O:5])[C:3]3[C:29]([C:33]([F:34])([F:36])[F:35])=[CH:30][CH:31]=[CH:32][C:2]=3[Cl:1])[N:7]=[C:8]([C:18]3[CH:23]=[CH:22][C:21]([C:24]([O:26][CH3:27])=[O:25])=[CH:20][C:19]=3[F:28])[C:9]2=[N:10][CH:11]=1)=[O:44])([CH3:66])([CH3:65])[CH3:63], predict the reactants needed to synthesize it. The reactants are: [Cl:1][C:2]1[CH:32]=[CH:31][CH:30]=[C:29]([C:33]([F:36])([F:35])[F:34])[C:3]=1[C:4]([N:6]1[C:14]2[C:9](=[N:10][CH:11]=[C:12](C(O)=O)[CH:13]=2)[C:8]([C:18]2[CH:23]=[CH:22][C:21]([C:24]([O:26][CH3:27])=[O:25])=[CH:20][C:19]=2[F:28])=[N:7]1)=[O:5].C1C=CC(P(N=[N+]=[N-])(C2C=CC=CC=2)=[O:44])=CC=1.CC[N:56]([CH:60](C)C)C(C)C.[CH3:63][C:64]([OH:67])([CH3:66])[CH3:65]. (4) Given the product [N:32]1([C:1]([C:4]2[CH:5]=[CH:6][C:7]([CH2:8][N:9]3[C:15]4[CH:16]=[CH:17][CH:18]=[CH:19][C:14]=4[CH2:13][N:12]([C:20](=[O:28])[C:21]4[CH:26]=[CH:25][C:24]([Cl:27])=[CH:23][CH:22]=4)[CH2:11][C:10]3=[O:29])=[CH:30][CH:31]=2)=[O:3])[CH2:36][CH2:35][CH2:34][CH2:33]1, predict the reactants needed to synthesize it. The reactants are: [C:1]([C:4]1[CH:31]=[CH:30][C:7]([CH2:8][N:9]2[C:15]3[CH:16]=[CH:17][CH:18]=[CH:19][C:14]=3[CH2:13][N:12]([C:20](=[O:28])[C:21]3[CH:26]=[CH:25][C:24]([Cl:27])=[CH:23][CH:22]=3)[CH2:11][C:10]2=[O:29])=[CH:6][CH:5]=1)([OH:3])=O.[NH:32]1[CH2:36][CH2:35][CH2:34][CH2:33]1.C(N(CC)CC)C. (5) Given the product [OH:54][C:50]1[CH:49]=[C:48]([NH:47][C:11]([C:9]2[NH:10][C:6]([C:4](=[O:5])[C:3]3[CH:14]=[C:15]([N+:18]([O-:20])=[O:19])[CH:16]=[CH:17][C:2]=3[Cl:1])=[CH:7][CH:8]=2)=[O:13])[CH:53]=[CH:52][CH:51]=1, predict the reactants needed to synthesize it. The reactants are: [Cl:1][C:2]1[CH:17]=[CH:16][C:15]([N+:18]([O-:20])=[O:19])=[CH:14][C:3]=1[C:4]([C:6]1[NH:10][C:9]([C:11]([OH:13])=O)=[CH:8][CH:7]=1)=[O:5].ClC1C=CC([N+]([O-])=O)=CC=1C(C1NC(C(Cl)=O)=CC=1)=O.C(Cl)(=O)C(Cl)=O.[NH2:47][C:48]1[CH:49]=[C:50]([OH:54])[CH:51]=[CH:52][CH:53]=1. (6) Given the product [C:12]([O:11][C:10]1[C:9](=[O:20])[N:8]([CH3:33])[C:7]([CH:21]2[CH2:25][CH2:24][CH2:23][NH:22]2)=[N:6][C:5]=1[C:3]([O:2][CH3:1])=[O:4])(=[O:19])[C:13]1[CH:14]=[CH:15][CH:16]=[CH:17][CH:18]=1, predict the reactants needed to synthesize it. The reactants are: [CH3:1][O:2][C:3]([C:5]1[C:10]([O:11][C:12](=[O:19])[C:13]2[CH:18]=[CH:17][CH:16]=[CH:15][CH:14]=2)=[C:9]([OH:20])[N:8]=[C:7]([CH:21]2[CH2:25][CH2:24][CH2:23][N:22]2C(OC(C)(C)C)=O)[N:6]=1)=[O:4].[C:33](O)(C(F)(F)F)=O.C(Cl)Cl. (7) Given the product [F:15][C:16]1[CH:17]=[C:18]([NH:19][CH:2]2[CH2:7][CH2:6][N:5]([C:8]([O:10][C:11]([CH3:14])([CH3:13])[CH3:12])=[O:9])[CH2:4][CH2:3]2)[CH:20]=[CH:21][C:22]=1[O:23][CH3:24], predict the reactants needed to synthesize it. The reactants are: O=[C:2]1[CH2:7][CH2:6][N:5]([C:8]([O:10][C:11]([CH3:14])([CH3:13])[CH3:12])=[O:9])[CH2:4][CH2:3]1.[F:15][C:16]1[CH:17]=[C:18]([CH:20]=[CH:21][C:22]=1[O:23][CH3:24])[NH2:19].FC1C=CC(NC2CCN(C(OC(C)(C)C)=O)CC2)=CC=1OC. (8) The reactants are: [CH2:1]([O:8][C:9]([NH:11][C:12]1([C:15](OCC)=[O:16])[CH2:14][CH2:13]1)=[O:10])[C:2]1[CH:7]=[CH:6][CH:5]=[CH:4][CH:3]=1.[Li+].[BH4-]. Given the product [OH:16][CH2:15][C:12]1([NH:11][C:9](=[O:10])[O:8][CH2:1][C:2]2[CH:7]=[CH:6][CH:5]=[CH:4][CH:3]=2)[CH2:14][CH2:13]1, predict the reactants needed to synthesize it. (9) Given the product [Cl:39][C:3]1[CH:2]=[C:1]([S:7]([NH:10][C:11]2[S:15][C:14]3[CH2:16][CH2:17][CH2:18][CH2:19][C:13]=3[C:12]=2[C:20]([O:22][CH3:23])=[O:21])(=[O:9])=[O:8])[CH:6]=[CH:5][CH:4]=1, predict the reactants needed to synthesize it. The reactants are: [C:1]1([S:7]([NH:10][C:11]2[S:15][C:14]3[CH2:16][CH2:17][CH2:18][CH2:19][C:13]=3[C:12]=2[C:20]([O:22][CH2:23]C)=[O:21])(=[O:9])=[O:8])[CH:6]=[CH:5][CH:4]=[CH:3][CH:2]=1.NC1SC2CCCCC=2C=1C(OC)=O.[Cl:39]C1C=C(S(Cl)(=O)=O)C=CC=1.